Dataset: Forward reaction prediction with 1.9M reactions from USPTO patents (1976-2016). Task: Predict the product of the given reaction. (1) The product is: [Cl:1][C:2]1[CH:19]=[CH:18][C:17]([C:20]2[CH:26]=[C:25]([CH2:24][CH2:23][OH:27])[O:22][N:21]=2)=[CH:16][C:3]=1[C:4]([NH:6][CH2:7][C:8]1([OH:15])[CH2:9][CH2:10][CH2:11][CH2:12][CH2:13][CH2:14]1)=[O:5]. Given the reactants [Cl:1][C:2]1[CH:19]=[CH:18][C:17]([CH:20]=[N:21][OH:22])=[CH:16][C:3]=1[C:4]([NH:6][CH2:7][C:8]1([OH:15])[CH2:14][CH2:13][CH2:12][CH2:11][CH2:10][CH2:9]1)=[O:5].[CH2:23]([OH:27])[CH2:24][C:25]#[CH:26].Cl[O-].[Na+], predict the reaction product. (2) Given the reactants [Br:1][C:2]1[CH:7]=[CH:6][C:5]([CH2:8][CH2:9][CH2:10][NH:11][CH2:12][CH2:13][CH2:14][O:15][CH3:16])=[CH:4][CH:3]=1.C(N(CC)CC)C.[CH3:24][C:25]([O:28][C:29](O[C:29]([O:28][C:25]([CH3:27])([CH3:26])[CH3:24])=[O:30])=[O:30])([CH3:27])[CH3:26], predict the reaction product. The product is: [C:25]([O:28][C:29](=[O:30])[N:11]([CH2:10][CH2:9][CH2:8][C:5]1[CH:4]=[CH:3][C:2]([Br:1])=[CH:7][CH:6]=1)[CH2:12][CH2:13][CH2:14][O:15][CH3:16])([CH3:27])([CH3:26])[CH3:24].